The task is: Predict the product of the given reaction.. This data is from Forward reaction prediction with 1.9M reactions from USPTO patents (1976-2016). (1) Given the reactants [C:1]([O-:9])(=[O:8])[C:2]1[CH:7]=[CH:6][CH:5]=[CH:4][CH:3]=1.[Na+].Cl[CH2:12][C:13]([CH2:15][C:16](=[O:18])[CH3:17])=[O:14].CCCCCC.C(OCC)(=O)C, predict the reaction product. The product is: [C:13]([CH:15]([O:8][C:1](=[O:9])[C:2]1[CH:7]=[CH:6][CH:5]=[CH:4][CH:3]=1)[C:16](=[O:18])[CH3:17])(=[O:14])[CH3:12]. (2) Given the reactants [NH2:1][C:2]1[N:3]([C:26]2[CH:31]=[CH:30][CH:29]=[CH:28][C:27]=2[CH3:32])[N:4]=[C:5]2[C:14]3[C:13]([O:15][CH2:16][CH2:17][CH2:18][C:19](OC)=[O:20])=[CH:12][C:11]([O:23][CH3:24])=[CH:10][C:9]=3[NH:8][C:7](=[O:25])[C:6]=12.[NH3:33], predict the reaction product. The product is: [NH2:1][C:2]1[N:3]([C:26]2[CH:31]=[CH:30][CH:29]=[CH:28][C:27]=2[CH3:32])[N:4]=[C:5]2[C:14]3[C:13]([O:15][CH2:16][CH2:17][CH2:18][C:19]([NH2:33])=[O:20])=[CH:12][C:11]([O:23][CH3:24])=[CH:10][C:9]=3[NH:8][C:7](=[O:25])[C:6]=12.